Task: Predict which catalyst facilitates the given reaction.. Dataset: Catalyst prediction with 721,799 reactions and 888 catalyst types from USPTO (1) Reactant: [Cl:1][C:2]1[CH:3]=[CH:4][C:5]([C:25]#[N:26])=[C:6]([C:8]2[C:13]([O:14][CH3:15])=[CH:12][N:11]([CH2:16][C:17]([O:19][C:20]([CH3:23])([CH3:22])[CH3:21])=[O:18])[C:10](=[O:24])[CH:9]=2)[CH:7]=1.FC(F)(F)S(O[CH2:33][CH:34]1[CH2:39][CH2:38][CH:37]([O:40][CH3:41])[CH2:36][CH2:35]1)(=O)=O. Product: [Cl:1][C:2]1[CH:3]=[CH:4][C:5]([C:25]#[N:26])=[C:6]([C:8]2[C:13]([O:14][CH3:15])=[CH:12][N:11]([CH:16]([CH2:33][CH:34]3[CH2:39][CH2:38][CH:37]([O:40][CH3:41])[CH2:36][CH2:35]3)[C:17]([O:19][C:20]([CH3:21])([CH3:22])[CH3:23])=[O:18])[C:10](=[O:24])[CH:9]=2)[CH:7]=1. The catalyst class is: 1. (2) Reactant: [C:1]([C:4]1[CH:5]=[C:6]([NH:16][C:17](=[O:19])[CH3:18])[CH:7]=[C:8]([S:10]([F:15])([F:14])([F:13])([F:12])[F:11])[CH:9]=1)(=[O:3])[CH3:2].[Br-:20].[Br-].[Br-].C1([N+](C)(C)C)C=CC=CC=1.C1([N+](C)(C)C)C=CC=CC=1.C1([N+](C)(C)C)C=CC=CC=1.S(=O)(=O)(O)O. Product: [Br:20][CH2:2][C:1]([C:4]1[CH:5]=[C:6]([NH:16][C:17](=[O:19])[CH3:18])[CH:7]=[C:8]([S:10]([F:11])([F:12])([F:13])([F:14])[F:15])[CH:9]=1)=[O:3]. The catalyst class is: 92. (3) Reactant: [O:1]=[C:2]1[N:6]([C:7]2[CH:8]=[CH:9][C:10]3[C:16](=[O:17])[CH2:15][CH2:14][CH2:13][CH2:12][C:11]=3[CH:18]=2)[CH2:5][C@H:4]([CH2:19][N:20]2[CH:25]=[CH:24][CH:23]=[CH:22][C:21]2=[O:26])[O:3]1.CO[CH:29](OC)[N:30]([CH3:32])[CH3:31]. Product: [CH3:29][N:30]([CH:32]=[C:15]1[CH2:14][CH2:13][CH2:12][C:11]2[CH:18]=[C:7]([N:6]3[CH2:5][C@H:4]([CH2:19][N:20]4[CH:25]=[CH:24][CH:23]=[CH:22][C:21]4=[O:26])[O:3][C:2]3=[O:1])[CH:8]=[CH:9][C:10]=2[C:16]1=[O:17])[CH3:31]. The catalyst class is: 259. (4) Reactant: BrC1N(CC=C(C)C)[C:4]([C:11](OC)=O)=[C:5]([C:7](OC)=O)N=1.[Br:20][C:21]1[NH:22][C:23]([C:31]([O:33][CH2:34][CH3:35])=[O:32])=[C:24]([C:26]([O:28][CH2:29][CH3:30])=[O:27])[N:25]=1.BrCC#CC.C(=O)([O-])[O-].[K+].[K+]. Product: [Br:20][C:21]1[N:25]([CH2:11][C:4]#[C:5][CH3:7])[C:24]([C:26]([O:28][CH2:29][CH3:30])=[O:27])=[C:23]([C:31]([O:33][CH2:34][CH3:35])=[O:32])[N:22]=1. The catalyst class is: 9.